Task: Binary Classification. Given a miRNA mature sequence and a target amino acid sequence, predict their likelihood of interaction.. Dataset: Experimentally validated miRNA-target interactions with 360,000+ pairs, plus equal number of negative samples (1) The miRNA is hsa-miR-6757-5p with sequence UAGGGAUGGGAGGCCAGGAUGA. The protein sequence of the target gene is MTQQPQEDFERSVEDAQAWMKVIQEQLQVNDNTKGPRAALEARLRETEKICQLESEGMVKVELVLRAAEALLATCQEGQKPEILARLRDIKSQWEETVTYMTHCHSRIEWVWLHWSEYLLAQDEFYRWFQKMVVALEPPVELQLGLKEKQWQLSHAQVLLHNVDNQAVLLDRLLEEAGSLFSRIGDPSVDEDAQKRMKAEYDAVKARAQRRVDLLAQVAQDHEQYREDVNEFQLWLKAVVEKVHSCLGRNCKLATELRLSTLQDIAKDFPRGEESLKRLEEQAVGVIQNTSPLGAEKISG.... Result: 0 (no interaction). (2) The miRNA is hsa-miR-15a-5p with sequence UAGCAGCACAUAAUGGUUUGUG. The protein sequence of the target gene is MATATEQWVLVEMVQALYEAPAYHLILEGILILWIIRLLFSKTYKLQERSDLTVKEKEELIEEWQPEPLVPPVPKDHPALNYNIVSGPPSHKTVVNGKECINFASFNFLGLLDNPRVKAAALASLKKYGVGTCGPRGFYGTFDVHLDLEDRLAKFMKTEEAIIYSYGFATIASAIPAYSKRGDIVFVDRAACFAIQKGLQASRSDIKLFKHNDMADLERLLKEQEIEDQKNPRKARVTRRFIVVEGLYMNTGTICPLPELVKLKYKYKARIFLEESLSFGVLGEHGRGVTEHYGINIDDI.... Result: 1 (interaction). (3) The miRNA is hsa-miR-4524a-3p with sequence UGAGACAGGCUUAUGCUGCUAU. The protein sequence of the target gene is MEPVTKWSPKQVVDWTRGLDDCLQQYVHKFEREKINGEQLLQISHQDLEELGVTRIGHQELVLEAVDLLCALNYGLETDNMKNLVLKLRASSHNLQNYISSRRKSPAYDGNTSRKAPNEFLTSVVELIGAAKALLAWLDRAPFTGITDFSVTKNKIIQLCLDLTTTVQKDCFVAEMEDKVLTVVKVLNGICDKTIRSTTDPVMSQCACLEEVHLPNIKPGEGLGMYIKSTYDGLHVITGTTENSPADRSQKIHAGDEVIQVNQQTVVGWQLKNLVKKLRENPTGVVLLLKKRPTGSFNFT.... Result: 1 (interaction). (4) The miRNA is hsa-miR-6781-3p with sequence UGCCUCUUUUCCACGGCCUCAG. The protein sequence of the target gene is MNEEEQFVNIDLNDDNICSVCKLGTDKETLSFCHICFELNIEGVPKSDLLHTKSLRGHKDCFEKYHLIANQGCPRSKLSKSTYEEVKTILSKKINWIVQYAQNKDLDSDSECSKNPQHHLFNFRHKPEEKLLPQFDSQVPKYSAKWIDGSAGGISNCTQRILEQRENTDFGLSMLQDSGATLCRNSVLWPHSHNQAQKKEETISSPEANVQTQHPHYSREELNSMTLGEVEQLNAKLLQQIQEVFEELTHQVQEKDSLASQLHVRHVAIEQLLKNCSKLPCLQVGRTGMKSHLPINN. Result: 1 (interaction). (5) The miRNA is hsa-miR-629-5p with sequence UGGGUUUACGUUGGGAGAACU. The protein sequence of the target gene is MELDFGHFDERDKASRNMRGSRMNGLPSPTHSAHCSFYRTRTLQALSNEKKAKKVRFYRNGDRYFKGIVYAVSSDRFRSFDALLADLTRSLSDNINLPQGVRYIYTIDGSRKIGSMDELEEGESYVCSSDNFFKKVEYTKNVNPNWSVNVKTSANMKAPQSLASSNSAQARENKDFVRPKLVTIIRSGVKPRKAVRVLLNKKTAHSFEQVLTDITEAIKLETGVVKKLYTLDGKQVTCLHDFFGDDDVFIACGPEKFRYAQDDFSLDENECRVMKGNPSAAAGPKASPTPQKTSAKSPGP.... Result: 0 (no interaction). (6) The protein sequence of the target gene is MMAVEQMPKKDWYSILGADPSANISDLKQKYQKLILMYHPDKQSTDVPAGTVEECVQKFIEIDQAWKILGNEETKREYDLQRCEDDLRNVGPVDAQVYLEEMSWNEGDHSFYLSCRCGGKYSVSKDEAEEVSLISCDTCSLIIELLHYN. Result: 1 (interaction). The miRNA is hsa-miR-490-3p with sequence CAACCUGGAGGACUCCAUGCUG.